This data is from Full USPTO retrosynthesis dataset with 1.9M reactions from patents (1976-2016). The task is: Predict the reactants needed to synthesize the given product. Given the product [CH3:1][C@H:2]1[N:7]2[C:8]([C:11]3([C:14]([F:15])([F:16])[F:17])[CH2:13][CH2:12]3)=[N:9][N:10]=[C:6]2[C@@H:5]([NH:18][C:43]([C:39]2[CH:40]=[C:41]3[C:36](=[CH:37][CH:38]=2)[CH2:35][C@:27]2([C:28]4[C:29](=[N:30][CH:31]=[CH:32][CH:33]=4)[NH:34][C:26]2=[O:25])[CH2:42]3)=[O:44])[CH2:4][C@H:3]1[C:19]1[CH:20]=[CH:21][CH:22]=[CH:23][CH:24]=1, predict the reactants needed to synthesize it. The reactants are: [CH3:1][C@H:2]1[N:7]2[C:8]([C:11]3([C:14]([F:17])([F:16])[F:15])[CH2:13][CH2:12]3)=[N:9][N:10]=[C:6]2[C@@H:5]([NH2:18])[CH2:4][C@H:3]1[C:19]1[CH:24]=[CH:23][CH:22]=[CH:21][CH:20]=1.[O:25]=[C:26]1[NH:34][C:29]2=[N:30][CH:31]=[CH:32][CH:33]=[C:28]2[C@:27]21[CH2:42][C:41]1[C:36](=[CH:37][CH:38]=[C:39]([C:43](O)=[O:44])[CH:40]=1)[CH2:35]2.ON1C2N=CC=CC=2N=N1.CN1CCOCC1.Cl.CN(C)CCCN=C=NCC.